Dataset: NCI-60 drug combinations with 297,098 pairs across 59 cell lines. Task: Regression. Given two drug SMILES strings and cell line genomic features, predict the synergy score measuring deviation from expected non-interaction effect. Drug 1: CC1=C2C(C(=O)C3(C(CC4C(C3C(C(C2(C)C)(CC1OC(=O)C(C(C5=CC=CC=C5)NC(=O)OC(C)(C)C)O)O)OC(=O)C6=CC=CC=C6)(CO4)OC(=O)C)O)C)O. Drug 2: CC1C(C(CC(O1)OC2CC(CC3=C2C(=C4C(=C3O)C(=O)C5=CC=CC=C5C4=O)O)(C(=O)C)O)N)O. Cell line: K-562. Synergy scores: CSS=24.3, Synergy_ZIP=-8.07, Synergy_Bliss=-8.22, Synergy_Loewe=-7.67, Synergy_HSA=-5.92.